Dataset: Retrosynthesis with 50K atom-mapped reactions and 10 reaction types from USPTO. Task: Predict the reactants needed to synthesize the given product. (1) Given the product CN1CCN(c2ccccc2)CC1CNC(=O)c1ccc(NS(C)(=O)=O)cc1, predict the reactants needed to synthesize it. The reactants are: CN1CCN(c2ccccc2)CC1CN.CS(=O)(=O)Nc1ccc(C(=O)Cl)cc1. (2) Given the product CC(C)COC(=O)NCCCc1cn(C(c2ccccc2)(c2ccccc2)c2ccccc2)c(F)n1, predict the reactants needed to synthesize it. The reactants are: CC(C)COC(=O)Cl.NCCCc1cn(C(c2ccccc2)(c2ccccc2)c2ccccc2)c(F)n1. (3) Given the product CNC(=O)N1CC[C@H](OCc2cc(C(F)(F)F)cc(C(F)(F)F)c2)[C@H](c2ccccc2)C1, predict the reactants needed to synthesize it. The reactants are: CN=C=O.FC(F)(F)c1cc(CO[C@H]2CCNC[C@H]2c2ccccc2)cc(C(F)(F)F)c1. (4) Given the product C[C@H]1C(=O)O[C@@H]2C[C@H](O)C[C@@H]21, predict the reactants needed to synthesize it. The reactants are: C[C@H]1C(=O)O[C@@H]2CC=C[C@@H]21.[O-][Cl+3]([O-])([O-])O. (5) The reactants are: CC(C)N1CCNCC1.COC(=O)c1c(CBr)c(-c2ccccc2)nc2ccccc12. Given the product COC(=O)c1c(CN2CCN(C(C)C)CC2)c(-c2ccccc2)nc2ccccc12, predict the reactants needed to synthesize it.